This data is from Forward reaction prediction with 1.9M reactions from USPTO patents (1976-2016). The task is: Predict the product of the given reaction. (1) Given the reactants [CH3:1][C:2]1([CH3:21])[O:6][CH:5]([CH2:7][O:8][C:9]2[CH:14]=[CH:13][N:12]3[C:15]([C:18]([OH:20])=O)=[CH:16][N:17]=[C:11]3[CH:10]=2)[CH2:4][O:3]1.C(Cl)(=O)C(Cl)=O.[CH3:28][C:29]1[C:37]2[C:36]([NH2:38])=[CH:35][CH:34]=[CH:33][C:32]=2[N:31]([CH2:39][C:40]2[CH:45]=[CH:44][CH:43]=[C:42]([CH3:46])[N:41]=2)[N:30]=1.C(N(C(C)C)CC)(C)C, predict the reaction product. The product is: [CH3:21][C:2]1([CH3:1])[O:6][CH:5]([CH2:7][O:8][C:9]2[CH:14]=[CH:13][N:12]3[C:15]([C:18]([NH:38][C:36]4[CH:35]=[CH:34][CH:33]=[C:32]5[C:37]=4[C:29]([CH3:28])=[N:30][N:31]5[CH2:39][C:40]4[CH:45]=[CH:44][CH:43]=[C:42]([CH3:46])[N:41]=4)=[O:20])=[CH:16][N:17]=[C:11]3[CH:10]=2)[CH2:4][O:3]1. (2) Given the reactants [NH:1]1[C:9]2[C:4](=[CH:5][CH:6]=[CH:7][CH:8]=2)[CH2:3][C:2]1=[O:10].[Li+].C[Si]([N-][Si](C)(C)C)(C)C.C1COCC1.[CH3:26][O:27][CH:28]([O:40][CH3:41])[CH2:29][C:30]1[CH:31]=[C:32]2[C:36](=[CH:37][CH:38]=1)[C:35](=O)[O:34][CH2:33]2.S(=O)(=O)(O)O, predict the reaction product. The product is: [CH3:26][O:27][CH:28]([O:40][CH3:41])[CH2:29][C:30]1[CH:31]=[C:32]2[C:36](=[CH:37][CH:38]=1)[C:35](=[C:3]1[C:4]3[C:9](=[CH:8][CH:7]=[CH:6][CH:5]=3)[NH:1][C:2]1=[O:10])[O:34][CH2:33]2. (3) Given the reactants Cl[C:2]1[N:7]2[N:8]=[C:9]([C:23]3[CH:28]=[CH:27][C:26]([F:29])=[CH:25][CH:24]=3)[C:10]([C:11]3[CH:16]=[CH:15][N:14]=[C:13]([NH:17][CH:18]4[CH2:22][CH2:21][CH2:20][CH2:19]4)[N:12]=3)=[C:6]2[CH:5]=[CH:4][C:3]=1[C:30]([O:37][CH2:38][CH3:39])([O:34][CH2:35][CH3:36])[O:31][CH2:32][CH3:33].[CH:40]1([NH2:45])[CH2:44][CH2:43][CH2:42][CH2:41]1, predict the reaction product. The product is: [CH:40]1([NH:45][C:2]2[N:7]3[N:8]=[C:9]([C:23]4[CH:28]=[CH:27][C:26]([F:29])=[CH:25][CH:24]=4)[C:10]([C:11]4[CH:16]=[CH:15][N:14]=[C:13]([NH:17][CH:18]5[CH2:22][CH2:21][CH2:20][CH2:19]5)[N:12]=4)=[C:6]3[CH:5]=[CH:4][C:3]=2[C:30]([O:37][CH2:38][CH3:39])([O:34][CH2:35][CH3:36])[O:31][CH2:32][CH3:33])[CH2:44][CH2:43][CH2:42][CH2:41]1. (4) Given the reactants [N+:1]([C:4]1[CH:19]=[CH:18][C:7]([C:8]([O:10][CH2:11][C:12]2[CH:17]=[CH:16][CH:15]=[CH:14][CH:13]=2)=[O:9])=[CH:6][C:5]=1[O:20][CH2:21][CH2:22][O:23][CH:24]1[CH2:29][CH2:28][CH2:27][CH2:26][O:25]1)([O-])=O.[Cl-].[NH4+], predict the reaction product. The product is: [NH2:1][C:4]1[CH:19]=[CH:18][C:7]([C:8]([O:10][CH2:11][C:12]2[CH:17]=[CH:16][CH:15]=[CH:14][CH:13]=2)=[O:9])=[CH:6][C:5]=1[O:20][CH2:21][CH2:22][O:23][CH:24]1[CH2:29][CH2:28][CH2:27][CH2:26][O:25]1. (5) Given the reactants [BH-](OC(C)=O)(OC(C)=O)OC(C)=O.[Na+].[Cl:15][C:16]1[CH:21]=[CH:20][C:19]([C:22]2[CH:23]=[CH:24][C:25]([C:28]([NH:30][CH2:31][CH2:32][C:33]([O:35][CH2:36][CH3:37])=[O:34])=[O:29])=[N:26][CH:27]=2)=[C:18]([CH:38]=O)[CH:17]=1.[Cl:40][C:41]1[CH:46]=[CH:45][C:44]([C:47]2[CH:52]=[CH:51][C:50]([NH2:53])=[CH:49][CH:48]=2)=[CH:43][CH:42]=1.CC(O)=O, predict the reaction product. The product is: [Cl:15][C:16]1[CH:21]=[CH:20][C:19]([C:22]2[CH:23]=[CH:24][C:25]([C:28]([NH:30][CH2:31][CH2:32][C:33]([O:35][CH2:36][CH3:37])=[O:34])=[O:29])=[N:26][CH:27]=2)=[C:18]([CH2:38][NH:53][C:50]2[CH:49]=[CH:48][C:47]([C:44]3[CH:45]=[CH:46][C:41]([Cl:40])=[CH:42][CH:43]=3)=[CH:52][CH:51]=2)[CH:17]=1.